From a dataset of Forward reaction prediction with 1.9M reactions from USPTO patents (1976-2016). Predict the product of the given reaction. (1) The product is: [C:17]([N:21]1[C:25](=[O:26])[C:24]([NH:2][CH2:3][CH2:4][CH2:5][C:6]([O:8][C:9]2[C:14]([CH3:15])=[CH:13][CH:12]=[CH:11][C:10]=2[CH3:16])=[O:7])=[C:23]([C:28]2[CH:33]=[CH:32][CH:31]=[CH:30][CH:29]=2)[S:22]1(=[O:34])=[O:35])([CH3:20])([CH3:18])[CH3:19]. Given the reactants Cl.[NH2:2][CH2:3][CH2:4][CH2:5][C:6]([O:8][C:9]1[C:14]([CH3:15])=[CH:13][CH:12]=[CH:11][C:10]=1[CH3:16])=[O:7].[C:17]([N:21]1[C:25](=[O:26])[C:24](Cl)=[C:23]([C:28]2[CH:33]=[CH:32][CH:31]=[CH:30][CH:29]=2)[S:22]1(=[O:35])=[O:34])([CH3:20])([CH3:19])[CH3:18].C(OCC)C, predict the reaction product. (2) Given the reactants [C:1]1([C:7]2[C:15]3[C:10](=[CH:11][CH:12]=[CH:13][CH:14]=3)[N:9]([S:16]([C:19]3[CH:27]=[CH:26][C:22]([C:23](O)=[O:24])=[CH:21][CH:20]=3)(=[O:18])=[O:17])[CH:8]=2)[CH:6]=[CH:5][CH:4]=[CH:3][CH:2]=1.ONC(=O)CCC(N)=O.C(Cl)CCl.[NH2:41][CH2:42][C:43]1[CH:51]=[CH:50][C:46]([C:47]([OH:49])=[O:48])=[CH:45][CH:44]=1, predict the reaction product. The product is: [C:1]1([C:7]2[C:15]3[C:10](=[CH:11][CH:12]=[CH:13][CH:14]=3)[N:9]([S:16]([C:19]3[CH:20]=[CH:21][C:22]([C:23]([NH:41][CH2:42][C:43]4[CH:44]=[CH:45][C:46]([C:47]([OH:49])=[O:48])=[CH:50][CH:51]=4)=[O:24])=[CH:26][CH:27]=3)(=[O:17])=[O:18])[CH:8]=2)[CH:2]=[CH:3][CH:4]=[CH:5][CH:6]=1. (3) Given the reactants Br[C:2]1[CH:7]=[C:6]([CH2:8][NH:9][C:10]2[CH:28]=[CH:27][CH:26]=[CH:25][C:11]=2[C:12]([NH:14][C:15]2[CH:16]=[CH:17][C:18]3[C:22]([CH:23]=2)=[N:21][N:20]([CH3:24])[CH:19]=3)=[O:13])[CH:5]=[CH:4][N:3]=1.CN(C=O)C.C(=O)([O-])[O-].[Cs+].[Cs+].[N:40]1([C:46]([NH2:48])=[O:47])[CH2:45][CH2:44][S:43][CH2:42][CH2:41]1, predict the reaction product. The product is: [CH3:24][N:20]1[CH:19]=[C:18]2[C:22]([CH:23]=[C:15]([NH:14][C:12]([C:11]3[CH:25]=[CH:26][CH:27]=[CH:28][C:10]=3[NH:9][CH2:8][C:6]3[CH:5]=[CH:4][N:3]=[C:2]([NH:48][C:46]([N:40]4[CH2:45][CH2:44][S:43][CH2:42][CH2:41]4)=[O:47])[CH:7]=3)=[O:13])[CH:16]=[CH:17]2)=[N:21]1. (4) Given the reactants C([O-])([O-])=O.[K+].[K+].[SH:7][C:8]1[N:16]=[CH:15][CH:14]=[CH:13][C:9]=1[C:10]([OH:12])=[O:11].Cl[CH2:18][CH2:19][S:20]([C:23]1[CH:28]=[CH:27][CH:26]=[C:25]([C:29]([F:32])([F:31])[F:30])[CH:24]=1)(=[O:22])=[O:21].Cl, predict the reaction product. The product is: [F:32][C:29]([F:30])([F:31])[C:25]1[CH:24]=[C:23]([S:20]([CH2:19][CH2:18][S:7][C:8]2[N:16]=[CH:15][CH:14]=[CH:13][C:9]=2[C:10]([OH:12])=[O:11])(=[O:21])=[O:22])[CH:28]=[CH:27][CH:26]=1.